The task is: Predict the reactants needed to synthesize the given product.. This data is from Full USPTO retrosynthesis dataset with 1.9M reactions from patents (1976-2016). Given the product [CH3:1][O:2][C:3]1[CH:4]=[CH:5][C:6]([CH2:7][C@@H:8]2[CH2:13][CH2:12][O:11][CH2:10][C@H:9]2[CH:14]=[O:15])=[CH:17][CH:18]=1, predict the reactants needed to synthesize it. The reactants are: [CH3:1][O:2][C:3]1[CH:18]=[CH:17][C:6]([CH2:7][CH:8]2[CH2:13][CH2:12][O:11][CH2:10]/[C:9]/2=[CH:14]\[O:15]C)=[CH:5][CH:4]=1.Cl.